This data is from Forward reaction prediction with 1.9M reactions from USPTO patents (1976-2016). The task is: Predict the product of the given reaction. (1) Given the reactants [NH2:1][C:2]1[C:11]2[CH:10]=[CH:9][CH:8]=[C:7](Br)[C:6]=2[N:5]=[C:4]2[CH2:13][N:14]([CH2:17][C:18]3[CH:23]=[C:22]([O:24][CH3:25])[CH:21]=[CH:20][C:19]=3[O:26][CH3:27])[C:15](=[O:16])[C:3]=12.[CH3:28][O:29][C:30]1[C:35](B(O)O)=[CH:34][CH:33]=[CH:32][N:31]=1, predict the reaction product. The product is: [NH2:1][C:2]1[C:11]2[CH:10]=[CH:9][CH:8]=[C:7]([C:35]3[C:30]([O:29][CH3:28])=[N:31][CH:32]=[CH:33][CH:34]=3)[C:6]=2[N:5]=[C:4]2[CH2:13][N:14]([CH2:17][C:18]3[CH:23]=[C:22]([O:24][CH3:25])[CH:21]=[CH:20][C:19]=3[O:26][CH3:27])[C:15](=[O:16])[C:3]=12. (2) Given the reactants Cl.[NH2:2][C@H:3]1[CH2:8][CH2:7][C@H:6]([NH:9][C:10]([C:12]2[C:16]3=[N:17][CH:18]=[CH:19][C:20]([C:21]4[CH:26]=[C:25]([CH3:27])[CH:24]=[CH:23][C:22]=4[O:28][CH2:29][CH:30]4[CH2:32][CH2:31]4)=[C:15]3[NH:14][C:13]=2[CH3:33])=[O:11])[CH2:5][CH2:4]1.[C:34](Cl)(=[O:37])[CH2:35][CH3:36], predict the reaction product. The product is: [CH:30]1([CH2:29][O:28][C:22]2[CH:23]=[CH:24][C:25]([CH3:27])=[CH:26][C:21]=2[C:20]2[CH:19]=[CH:18][N:17]=[C:16]3[C:12]([C:10]([NH:9][C@H:6]4[CH2:7][CH2:8][C@H:3]([NH:2][C:34](=[O:37])[CH2:35][CH3:36])[CH2:4][CH2:5]4)=[O:11])=[C:13]([CH3:33])[NH:14][C:15]=23)[CH2:31][CH2:32]1. (3) Given the reactants [C:1]([O:5][C:6]([N:8]([C:25]1[C:30]([CH3:31])=[CH:29][N:28]=[C:27](Cl)[N:26]=1)[C:9]1[CH:10]=[C:11]2[C:15](=[CH:16][CH:17]=1)[N:14]([C:18]([O:20][C:21]([CH3:24])([CH3:23])[CH3:22])=[O:19])[N:13]=[CH:12]2)=[O:7])([CH3:4])([CH3:3])[CH3:2].[CH:33]1([NH:36][C:37](=[O:55])[CH2:38][O:39][C:40]2[CH:45]=[CH:44][CH:43]=[C:42](B3OC(C)(C)C(C)(C)O3)[CH:41]=2)[CH2:35][CH2:34]1.[F-].[Cs+], predict the reaction product. The product is: [C:1]([O:5][C:6]([N:8]([C:25]1[C:30]([CH3:31])=[CH:29][N:28]=[C:27]([C:42]2[CH:43]=[CH:44][CH:45]=[C:40]([O:39][CH2:38][C:37]([NH:36][CH:33]3[CH2:35][CH2:34]3)=[O:55])[CH:41]=2)[N:26]=1)[C:9]1[CH:10]=[C:11]2[C:15](=[CH:16][CH:17]=1)[N:14]([C:18]([O:20][C:21]([CH3:24])([CH3:23])[CH3:22])=[O:19])[N:13]=[CH:12]2)=[O:7])([CH3:4])([CH3:3])[CH3:2]. (4) Given the reactants [NH2:1][C:2]([NH:4][C:5]1[N:14]=[CH:13][C:12]2[CH:11]=[CH:10][C:9]3[C:15]([C:19]([O:21]CC)=O)=[N:16][N:17]([CH3:18])[C:8]=3[C:7]=2[N:6]=1)=[O:3].CO.C[N:27](C)C=O.[OH-].[NH4+], predict the reaction product. The product is: [NH2:1][C:2]([NH:4][C:5]1[N:14]=[CH:13][C:12]2[CH:11]=[CH:10][C:9]3[C:15]([C:19]([NH2:27])=[O:21])=[N:16][N:17]([CH3:18])[C:8]=3[C:7]=2[N:6]=1)=[O:3].